Dataset: Full USPTO retrosynthesis dataset with 1.9M reactions from patents (1976-2016). Task: Predict the reactants needed to synthesize the given product. (1) Given the product [C:14]([O:13][C:11](=[O:12])[NH:1][C:2]1[CH:7]=[C:6]([CH3:8])[CH:5]=[CH:4][C:3]=1[CH2:9][OH:10])([CH3:17])([CH3:16])[CH3:15], predict the reactants needed to synthesize it. The reactants are: [NH2:1][C:2]1[CH:7]=[C:6]([CH3:8])[CH:5]=[CH:4][C:3]=1[CH2:9][OH:10].[C:11](O[C:11]([O:13][C:14]([CH3:17])([CH3:16])[CH3:15])=[O:12])([O:13][C:14]([CH3:17])([CH3:16])[CH3:15])=[O:12]. (2) Given the product [Br:1][C:2]1[N:6]([CH2:7][C:8]([N:30]2[CH2:35][CH2:34][CH:33]([C:36]3[S:37][CH:38]=[C:39]([C:41]4[CH2:45][CH:44]([C:46]5[CH:51]=[CH:50][CH:49]=[CH:48][CH:47]=5)[O:43][N:42]=4)[N:40]=3)[CH2:32][CH2:31]2)=[O:10])[N:5]=[C:4]([C:11]([F:14])([F:13])[F:12])[CH:3]=1, predict the reactants needed to synthesize it. The reactants are: [Br:1][C:2]1[N:6]([CH2:7][C:8]([OH:10])=O)[N:5]=[C:4]([C:11]([F:14])([F:13])[F:12])[CH:3]=1.C(Cl)(=O)C(Cl)=O.ClC1N(CC([N:30]2[CH2:35][CH2:34][CH:33]([C:36]3[S:37][CH:38]=[C:39]([C:41]4[CH2:45][CH:44]([C:46]5[CH:51]=[CH:50][CH:49]=[CH:48][CH:47]=5)[O:43][N:42]=4)[N:40]=3)[CH2:32][CH2:31]2)=O)N=C(C(F)(F)F)C=1.C(N(CC)CC)C.